Dataset: Reaction yield outcomes from USPTO patents with 853,638 reactions. Task: Predict the reaction yield, written as a fraction of the theoretical maximum amount of product (1.0 means a 100% yield; for example, 0.34 means a 34% yield). (1) The reactants are [N:1]1([C:12]([O:14][C:15]([CH3:18])([CH3:17])[CH3:16])=[O:13])[CH2:6][CH2:5][CH2:4][CH:3]([C:7]([O:9][CH2:10][CH3:11])=[O:8])[CH2:2]1.Br[CH2:20][C:21]([O:23][CH2:24][C:25]1[CH:30]=[CH:29][CH:28]=[CH:27][CH:26]=1)=[O:22]. No catalyst specified. The product is [CH2:24]([O:23][C:21](=[O:22])[CH2:20][C:3]1([C:7]([O:9][CH2:10][CH3:11])=[O:8])[CH2:4][CH2:5][CH2:6][N:1]([C:12]([O:14][C:15]([CH3:17])([CH3:16])[CH3:18])=[O:13])[CH2:2]1)[C:25]1[CH:30]=[CH:29][CH:28]=[CH:27][CH:26]=1. The yield is 0.780. (2) The reactants are [Br:1][C:2]1[C:7](=[O:8])[N:6]([C:9]2[C:14]([F:15])=[CH:13][CH:12]=[CH:11][C:10]=2[F:16])[C:5]([CH:17]=O)=[CH:4][C:3]=1[O:19][CH2:20][C:21]1[CH:26]=[CH:25][C:24]([F:27])=[CH:23][C:22]=1[F:28].C1COCC1.[CH3:34][NH:35][CH3:36]. The catalyst is ClCCl.C(O)(=O)C. The product is [Br:1][C:2]1[C:7](=[O:8])[N:6]([C:9]2[C:14]([F:15])=[CH:13][CH:12]=[CH:11][C:10]=2[F:16])[C:5]([CH2:17][N:35]([CH3:36])[CH3:34])=[CH:4][C:3]=1[O:19][CH2:20][C:21]1[CH:26]=[CH:25][C:24]([F:27])=[CH:23][C:22]=1[F:28]. The yield is 0.300. (3) The reactants are [CH2:1]([O:8][C:9]1[C:18]2[C:13](=[CH:14][CH:15]=[CH:16][CH:17]=2)[C:12]([S:19]([O-:22])(=O)=[O:20])=[CH:11][CH:10]=1)[C:2]1[CH:7]=[CH:6][CH:5]=[CH:4][CH:3]=1.[Na+].S(Cl)([Cl:26])=O. The catalyst is CN(C=O)C. The product is [CH2:1]([O:8][C:9]1[C:18]2[C:13](=[CH:14][CH:15]=[CH:16][CH:17]=2)[C:12]([S:19]([Cl:26])(=[O:22])=[O:20])=[CH:11][CH:10]=1)[C:2]1[CH:7]=[CH:6][CH:5]=[CH:4][CH:3]=1. The yield is 0.860. (4) The reactants are [CH3:1][C:2]1[CH:10]=[CH:9][C:5]([C:6]([OH:8])=O)=[CH:4][C:3]=1[C:11]#[C:12][C:13]1[CH:18]=[CH:17][CH:16]=[CH:15][N:14]=1.[CH2:19]1[C:28]2[C:23](=[CH:24][CH:25]=[CH:26][CH:27]=2)[CH2:22][CH2:21][NH:20]1.C(N(CC)CC)C.C1CN([P+](ON2N=NC3C=CC=CC2=3)(N2CCCC2)N2CCCC2)CC1.F[P-](F)(F)(F)(F)F. The catalyst is C(Cl)Cl. The product is [CH3:1][C:2]1[CH:10]=[CH:9][C:5]([C:6]([N:20]2[CH2:21][CH2:22][C:23]3[C:28](=[CH:27][CH:26]=[CH:25][CH:24]=3)[CH2:19]2)=[O:8])=[CH:4][C:3]=1[C:11]#[C:12][C:13]1[CH:18]=[CH:17][CH:16]=[CH:15][N:14]=1. The yield is 0.470. (5) The reactants are [CH:1]([N:14]1[CH2:17][CH:16]([OH:18])[CH2:15]1)([C:8]1[CH:13]=[CH:12][CH:11]=[CH:10][CH:9]=1)[C:2]1[CH:7]=[CH:6][CH:5]=[CH:4][CH:3]=1.N1C=CN=C1.[Si:24](Cl)([C:27]([CH3:30])([CH3:29])[CH3:28])([CH3:26])[CH3:25]. The catalyst is CN(C=O)C.CCOC(C)=O. The product is [CH:1]([N:14]1[CH2:17][CH:16]([O:18][Si:24]([C:27]([CH3:30])([CH3:29])[CH3:28])([CH3:26])[CH3:25])[CH2:15]1)([C:8]1[CH:13]=[CH:12][CH:11]=[CH:10][CH:9]=1)[C:2]1[CH:3]=[CH:4][CH:5]=[CH:6][CH:7]=1. The yield is 0.530. (6) The reactants are [Br:1][C:2]1[CH:9]=[CH:8][C:5]([CH:6]=[O:7])=[C:4]([O:10][C:11]([F:14])([F:13])[F:12])[CH:3]=1.S(N)(=O)(=O)[OH:16].O.O.P([O-])(O)(O)=O.[Na+].Cl([O-])=O.[Na+].C([O-])([O-])=O.[Na+].[Na+].Cl. The catalyst is O1CCOCC1.O. The product is [Br:1][C:2]1[CH:9]=[CH:8][C:5]([C:6]([OH:16])=[O:7])=[C:4]([O:10][C:11]([F:12])([F:13])[F:14])[CH:3]=1. The yield is 0.810. (7) The catalyst is C1COCC1. The product is [ClH:1].[Cl:1][C:2]1[CH:3]=[C:4]([C:8]2[N:13]=[C:12]3[CH2:14][CH2:15][CH2:16][C:11]3=[C:10]([NH:17][C:18]3[CH:23]=[CH:22][C:21]([CH2:24][CH2:25][OH:26])=[C:20]([F:30])[CH:19]=3)[CH:9]=2)[CH:5]=[CH:6][CH:7]=1. The yield is 0.440. The reactants are [Cl:1][C:2]1[CH:3]=[C:4]([C:8]2[N:13]=[C:12]3[CH2:14][CH2:15][CH2:16][C:11]3=[C:10]([NH:17][C:18]3[CH:23]=[CH:22][C:21]([CH2:24][C:25](OCC)=[O:26])=[C:20]([F:30])[CH:19]=3)[CH:9]=2)[CH:5]=[CH:6][CH:7]=1.